This data is from Reaction yield outcomes from USPTO patents with 853,638 reactions. The task is: Predict the reaction yield, written as a fraction of the theoretical maximum amount of product (1.0 means a 100% yield; for example, 0.34 means a 34% yield). (1) The reactants are [C:1]([N:5]1[C:9]2=[N:10][C:11]([CH3:15])=[CH:12][C:13]([CH3:14])=[C:8]2[C:7]([C:16]#[N:17])=[CH:6]1)([CH3:4])([CH3:3])[CH3:2].[Br:18]N1C(C)(C)C(=O)N(Br)C1=O.[OH-].[Na+]. The catalyst is ClCCl.BrN1C(C)(C)C(=O)N(Br)C1=O. The product is [Br:18][C:12]1[C:13]([CH3:14])=[C:8]2[C:7]([C:16]#[N:17])=[CH:6][N:5]([C:1]([CH3:4])([CH3:3])[CH3:2])[C:9]2=[N:10][C:11]=1[CH3:15]. The yield is 0.840. (2) The reactants are [CH2:1]([O:8][C:9]1[C:14]([CH2:15][N:16]2[CH2:25][CH2:24][C:23]3[C:18](=[C:19](I)[C:20]([O:26][CH3:27])=[CH:21][CH:22]=3)[C:17]2=[O:29])=[C:13]([CH3:30])[CH:12]=[C:11]([CH3:31])[N:10]=1)[C:2]1[CH:7]=[CH:6][CH:5]=[CH:4][CH:3]=1.[C:32]([Cu])#[N:33].O. The catalyst is CN1C(=O)CCC1.CCOC(C)=O. The product is [CH2:1]([O:8][C:9]1[C:14]([CH2:15][N:16]2[CH2:25][CH2:24][C:23]3[C:18](=[C:19]([C:32]#[N:33])[C:20]([O:26][CH3:27])=[CH:21][CH:22]=3)[C:17]2=[O:29])=[C:13]([CH3:30])[CH:12]=[C:11]([CH3:31])[N:10]=1)[C:2]1[CH:7]=[CH:6][CH:5]=[CH:4][CH:3]=1. The yield is 1.00. (3) The reactants are [NH2:1][CH2:2][CH2:3][C:4]#[N:5].Br[CH2:7][CH2:8][CH2:9][CH2:10][CH:11]=[CH2:12].[I-].[Na+].C(=O)([O-])[O-].[K+].[K+]. The catalyst is C(OCC)C.CN(C)C=O. The product is [CH2:7]([N:5]([CH2:12][CH2:11][CH2:10][CH2:9][CH:8]=[CH2:7])[CH2:4][CH2:3][C:2]#[N:1])[CH2:8][CH2:9][CH2:10][CH:11]=[CH2:12]. The yield is 0.660. (4) The reactants are [OH:1][CH2:2][CH:3]([NH:10][C:11]([C@@H:13]1[CH2:15][C@@H:14]1[C:16]1[CH:21]=[CH:20][C:19]([O:22]C)=[CH:18][CH:17]=1)=[O:12])[C:4]1[CH:9]=[CH:8][CH:7]=[CH:6][CH:5]=1.B(Br)(Br)Br. The catalyst is ClCCl. The product is [OH:22][C:19]1[CH:18]=[CH:17][C:16]([C@H:14]2[CH2:15][C@H:13]2[C:11]([NH:10][CH:3]([C:4]2[CH:5]=[CH:6][CH:7]=[CH:8][CH:9]=2)[CH2:2][OH:1])=[O:12])=[CH:21][CH:20]=1. The yield is 0.587. (5) The reactants are [C:1]([O:5][C:6]([N:8]1[C:16]2[C:11](=[CH:12][C:13]([NH2:17])=[CH:14][CH:15]=2)[CH2:10][CH2:9]1)=[O:7])([CH3:4])([CH3:3])[CH3:2].Br[CH2:19][CH2:20][CH2:21][CH2:22][C:23](Cl)=[O:24].C1COCC1.CC(C)([O-])C.[K+]. The catalyst is O. The product is [O:24]=[C:23]1[CH2:22][CH2:21][CH2:20][CH2:19][N:17]1[C:13]1[CH:12]=[C:11]2[C:16](=[CH:15][CH:14]=1)[N:8]([C:6]([O:5][C:1]([CH3:4])([CH3:2])[CH3:3])=[O:7])[CH2:9][CH2:10]2. The yield is 0.500. (6) The reactants are [CH:14]1[CH:19]=[CH:18][C:17](P([C:14]2[CH:19]=[CH:18][CH:17]=[CH:16][CH:15]=2)[C:14]2[CH:19]=[CH:18][CH:17]=[CH:16][CH:15]=2)=[CH:16][CH:15]=1.N([C:28]([O:30][CH:31]([CH3:33])C)=[O:29])=N[C:28]([O:30][CH:31](C)[CH3:33])=[O:29].[C:34]1(C)[CH:39]=CC=C[CH:35]=1. No catalyst specified. The product is [C:28]1(=[O:29])[O:30][CH2:31][CH2:33][CH2:14][CH2:19][CH2:18][CH2:17][CH2:16][CH2:15][CH2:39][CH2:34][CH2:35]1. The yield is 0.550. (7) The reactants are C(=O)([O-])[O-].[Cs+].[Cs+].[CH2:7](Br)[C:8]1[CH:13]=[CH:12][CH:11]=[CH:10][CH:9]=1.[C:15]([NH:23][CH2:24][CH2:25][C:26]1[CH:27]=[C:28]([CH:37]=[CH:38][CH:39]=1)[O:29][C:30]([CH3:36])([CH2:34][CH3:35])[C:31]([OH:33])=[O:32])(=[O:22])[CH2:16][CH2:17][CH2:18][CH2:19][CH2:20][CH3:21].CN(C)C=O. The catalyst is CCOCC.O. The product is [CH2:7]([O:33][C:31](=[O:32])[C:30]([O:29][C:28]1[CH:37]=[CH:38][CH:39]=[C:26]([CH2:25][CH2:24][NH:23][C:15](=[O:22])[CH2:16][CH2:17][CH2:18][CH2:19][CH2:20][CH3:21])[CH:27]=1)([CH3:36])[CH2:34][CH3:35])[C:8]1[CH:13]=[CH:12][CH:11]=[CH:10][CH:9]=1. The yield is 0.730.